From a dataset of Forward reaction prediction with 1.9M reactions from USPTO patents (1976-2016). Predict the product of the given reaction. Given the reactants Br[C:2]1[C:7]([O:8][CH3:9])=[CH:6][CH:5]=[C:4]([I:10])[N:3]=1.[Cu](C#N)[C:12]#[N:13], predict the reaction product. The product is: [I:10][C:4]1[N:3]=[C:2]([C:12]#[N:13])[C:7]([O:8][CH3:9])=[CH:6][CH:5]=1.